From a dataset of Catalyst prediction with 721,799 reactions and 888 catalyst types from USPTO. Predict which catalyst facilitates the given reaction. (1) Reactant: [NH2:1][C:2]1[CH:7]=[CH:6][C:5]([NH:8][S:9]([C:12]2[CH:13]=[C:14]([C:18]3[CH:23]=[CH:22][C:21]([F:24])=[CH:20][CH:19]=3)[CH:15]=[CH:16][CH:17]=2)(=[O:11])=[O:10])=[CH:4][CH:3]=1.[OH-].[Na+].[CH3:27][O:28][C:29]1[CH:34]=[CH:33][C:32]([N:35]=[C:36]=[O:37])=[CH:31][CH:30]=1. Product: [CH3:27][O:28][C:29]1[CH:34]=[CH:33][C:32]([NH:35][C:36](=[O:37])[NH:1][C:2]2[CH:3]=[CH:4][C:5]([NH:8][S:9]([C:12]3[CH:13]=[C:14]([C:18]4[CH:23]=[CH:22][C:21]([F:24])=[CH:20][CH:19]=4)[CH:15]=[CH:16][CH:17]=3)(=[O:11])=[O:10])=[CH:6][CH:7]=2)=[CH:31][CH:30]=1. The catalyst class is: 1. (2) Reactant: CN(C)C=O.[Br:6][C:7]1[CH:12]=[CH:11][C:10]([CH2:13][OH:14])=[CH:9][CH:8]=1.[H-].[Na+].Cl[C:18]1[C:23]([F:24])=[CH:22][CH:21]=[CH:20][N:19]=1. Product: [Br:6][C:7]1[CH:12]=[CH:11][C:10]([CH2:13][O:14][C:18]2[C:23]([F:24])=[CH:22][CH:21]=[CH:20][N:19]=2)=[CH:9][CH:8]=1. The catalyst class is: 6. (3) Reactant: Br[CH2:2][CH2:3][CH2:4][CH2:5][N:6]1[C:10]2[CH:11]=[CH:12][CH:13]=[CH:14][C:9]=2[N:8]=[C:7]1[C:15]1[CH:20]=[CH:19][CH:18]=[CH:17][CH:16]=1.[Cl:21][C:22]1[C:30]([Cl:31])=[C:29]2[C:25]([CH2:26][C:27]([CH:34]3[CH2:38][CH2:37][CH2:36][CH2:35]3)([CH3:33])[C:28]2=[O:32])=[CH:24][C:23]=1[OH:39].C(=O)([O-])[O-].[K+].[K+]. Product: [Cl:21][C:22]1[C:30]([Cl:31])=[C:29]2[C:25]([CH2:26][C:27]([CH:34]3[CH2:38][CH2:37][CH2:36][CH2:35]3)([CH3:33])[C:28]2=[O:32])=[CH:24][C:23]=1[O:39][CH2:2][CH2:3][CH2:4][CH2:5][N:6]1[C:10]2[CH:11]=[CH:12][CH:13]=[CH:14][C:9]=2[N:8]=[C:7]1[C:15]1[CH:20]=[CH:19][CH:18]=[CH:17][CH:16]=1. The catalyst class is: 21.